This data is from Forward reaction prediction with 1.9M reactions from USPTO patents (1976-2016). The task is: Predict the product of the given reaction. (1) The product is: [C:1]12([C:11]3[CH:12]=[C:13]([C:29]4[N:34]=[CH:33][C:32]([N+:35]([O-:37])=[O:36])=[CH:31][N:30]=4)[CH:14]=[CH:15][C:16]=3[O:17][CH2:18][C:19]3[CH:24]=[CH:23][CH:22]=[CH:21][CH:20]=3)[CH2:10][CH:5]3[CH2:6][CH:7]([CH2:9][CH:3]([CH2:4]3)[CH2:2]1)[CH2:8]2. Given the reactants [C:1]12([C:11]3[CH:12]=[C:13](B(O)O)[CH:14]=[CH:15][C:16]=3[O:17][CH2:18][C:19]3[CH:24]=[CH:23][CH:22]=[CH:21][CH:20]=3)[CH2:10][CH:5]3[CH2:6][CH:7]([CH2:9][CH:3]([CH2:4]3)[CH2:2]1)[CH2:8]2.Cl[C:29]1[N:34]=[CH:33][C:32]([N+:35]([O-:37])=[O:36])=[CH:31][N:30]=1.C([O-])(O)=O.[Na+], predict the reaction product. (2) Given the reactants [Cl:1][C:2]1[CH:7]=[CH:6][C:5]([C:8](=[O:20])[C:9](=[C:16]2SCS2)[C:10]2[CH:15]=[CH:14][N:13]=[CH:12][CH:11]=2)=[CH:4][CH:3]=1.[CH3:21][N:22]1[CH2:27][CH2:26][CH:25]([NH:28][CH3:29])[CH2:24][CH2:23]1.[NH2:30][NH2:31], predict the reaction product. The product is: [OH2:20].[OH2:20].[Cl:1][C:2]1[CH:7]=[CH:6][C:5]([C:8]2[NH:31][N:30]=[C:16]([N:28]([CH3:29])[CH:25]3[CH2:26][CH2:27][N:22]([CH3:21])[CH2:23][CH2:24]3)[C:9]=2[C:10]2[CH:15]=[CH:14][N:13]=[CH:12][CH:11]=2)=[CH:4][CH:3]=1. (3) Given the reactants [N:1]1([CH2:6][C@H:7]([C:30]2[CH:35]=[CH:34][CH:33]=[CH:32][CH:31]=2)[O:8][C:9]2[C:10]([CH2:20][S:21]([C:24]3[CH:29]=[CH:28][CH:27]=[CH:26][CH:25]=3)(=[O:23])=[O:22])=[C:11]3[C:16](=[CH:17][CH:18]=2)[C:15](=[O:19])[CH2:14][CH2:13][CH2:12]3)[CH:5]=[CH:4][N:3]=[CH:2]1.[CH2:36]=[O:37].CS(C)=O, predict the reaction product. The product is: [OH:37][CH2:36][C:2]1[N:1]([CH2:6][C@H:7]([C:30]2[CH:35]=[CH:34][CH:33]=[CH:32][CH:31]=2)[O:8][C:9]2[C:10]([CH2:20][S:21]([C:24]3[CH:25]=[CH:26][CH:27]=[CH:28][CH:29]=3)(=[O:23])=[O:22])=[C:11]3[C:16](=[CH:17][CH:18]=2)[C:15](=[O:19])[CH2:14][CH2:13][CH2:12]3)[CH:5]=[CH:4][N:3]=1. (4) Given the reactants [F:1][C:2]([F:19])([F:18])[CH2:3][N:4]1[CH2:9][CH2:8][CH:7]([NH:10]C(=O)OC(C)(C)C)[CH2:6][CH2:5]1.[C:20]([OH:26])([C:22]([F:25])([F:24])[F:23])=[O:21], predict the reaction product. The product is: [F:23][C:22]([F:25])([F:24])[C:20]([OH:26])=[O:21].[F:19][C:2]([F:1])([F:18])[CH2:3][N:4]1[CH2:9][CH2:8][CH:7]([NH2:10])[CH2:6][CH2:5]1. (5) Given the reactants F[C:2](F)([C:8]([F:14])([F:13])[C:9]([F:12])([F:11])[F:10])[CH:3]=[C:4](I)[CH2:5][OH:6].[OH2:16].Cl.[NH2:18]O.C(=O)([O-])[O-].[K+].[K+], predict the reaction product. The product is: [F:13][C:8]([F:14])([C:2]1[O:16][N:18]=[C:4]([CH2:5][OH:6])[CH:3]=1)[C:9]([F:12])([F:11])[F:10]. (6) Given the reactants C([Li])CCC.[CH3:6][C:7]1[N:8]=[CH:9][S:10][CH:11]=1.[N+:12]([C:15]1[CH:20]=[CH:19][CH:18]=[CH:17][C:16]=1F)([O-])=O.Cl, predict the reaction product. The product is: [CH3:6][C:7]1[N:8]=[C:9]([C:16]2[CH:17]=[CH:18][CH:19]=[CH:20][C:15]=2[NH2:12])[S:10][CH:11]=1. (7) Given the reactants [N:1]1[C:10]2[C:5](=[CH:6][CH:7]=[CH:8][CH:9]=2)[CH:4]=[CH:3][C:2]=1[NH:11][CH2:12][CH2:13][CH2:14][NH2:15].[CH:16]1[C:25]2[C:20](=[CH:21][CH:22]=[CH:23][CH:24]=2)[CH:19]=[CH:18][C:17]=1[CH:26]=O.[BH3-]C#N.[Na+], predict the reaction product. The product is: [CH:16]1[C:25]2[C:20](=[CH:21][CH:22]=[CH:23][CH:24]=2)[CH:19]=[CH:18][C:17]=1[CH2:26][NH:15][CH2:14][CH2:13][CH2:12][NH:11][C:2]1[CH:3]=[CH:4][C:5]2[C:10](=[CH:9][CH:8]=[CH:7][CH:6]=2)[N:1]=1. (8) Given the reactants [C:1]([N:5]1[C:14]2[C:9](=[CH:10][CH:11]=[CH:12][CH:13]=2)[CH2:8][CH2:7][CH:6]1[CH2:15][N:16]1[CH2:21][CH2:20][N:19]([C:22]2[CH:30]=[CH:29][CH:28]=[C:27]3[C:23]=2[CH:24]=[CH:25][NH:26]3)[CH2:18][CH2:17]1)(=[O:4])[CH:2]=[CH2:3].[CH2:31]([NH2:38])[C:32]1[CH:37]=[CH:36][CH:35]=[CH:34][CH:33]=1, predict the reaction product. The product is: [CH2:31]([NH:38][CH2:3][CH2:2][C:1]([N:5]1[C:14]2[C:9](=[CH:10][CH:11]=[CH:12][CH:13]=2)[CH2:8][CH2:7][CH:6]1[CH2:15][N:16]1[CH2:21][CH2:20][N:19]([C:22]2[CH:30]=[CH:29][CH:28]=[C:27]3[C:23]=2[CH:24]=[CH:25][NH:26]3)[CH2:18][CH2:17]1)=[O:4])[C:32]1[CH:37]=[CH:36][CH:35]=[CH:34][CH:33]=1. (9) Given the reactants [Li+].[OH-].[CH3:3][N:4]1[CH2:9][CH2:8][N:7]([S:10]([C:13]2[CH:14]=[CH:15][C:16]([O:23][CH2:24][C:25]3[CH:30]=[CH:29][CH:28]=[CH:27][CH:26]=3)=[C:17]([CH:22]=2)[C:18]([O:20]C)=[O:19])(=[O:12])=[O:11])[CH2:6][CH2:5]1.Cl, predict the reaction product. The product is: [CH3:3][N:4]1[CH2:9][CH2:8][N:7]([S:10]([C:13]2[CH:14]=[CH:15][C:16]([O:23][CH2:24][C:25]3[CH:30]=[CH:29][CH:28]=[CH:27][CH:26]=3)=[C:17]([CH:22]=2)[C:18]([OH:20])=[O:19])(=[O:12])=[O:11])[CH2:6][CH2:5]1.